From a dataset of CYP1A2 inhibition data for predicting drug metabolism from PubChem BioAssay. Regression/Classification. Given a drug SMILES string, predict its absorption, distribution, metabolism, or excretion properties. Task type varies by dataset: regression for continuous measurements (e.g., permeability, clearance, half-life) or binary classification for categorical outcomes (e.g., BBB penetration, CYP inhibition). Dataset: cyp1a2_veith. (1) The drug is O=C(N/N=C/c1ccc(Cl)cc1Cl)c1cccc(F)c1. The result is 1 (inhibitor). (2) The molecule is O=C(C1CCC(=O)N1Cc1ccccc1Cl)N1CCN(c2cccc(Cl)c2)CC1. The result is 1 (inhibitor).